From a dataset of Reaction yield outcomes from USPTO patents with 853,638 reactions. Predict the reaction yield, written as a fraction of the theoretical maximum amount of product (1.0 means a 100% yield; for example, 0.34 means a 34% yield). The reactants are C1COCC1.[CH3:6][O:7][C:8]1[CH:13]=[CH:12][C:11]([NH:14][CH2:15][CH2:16][C:17]([OH:19])=[O:18])=[CH:10][CH:9]=1.[OH-].[Na+].[C:22](O[C:22]([O:24][C:25]([CH3:28])([CH3:27])[CH3:26])=[O:23])([O:24][C:25]([CH3:28])([CH3:27])[CH3:26])=[O:23]. The catalyst is O. The product is [C:25]([O:24][C:22]([N:14]([C:11]1[CH:10]=[CH:9][C:8]([O:7][CH3:6])=[CH:13][CH:12]=1)[CH2:15][CH2:16][C:17]([OH:19])=[O:18])=[O:23])([CH3:28])([CH3:27])[CH3:26]. The yield is 0.760.